This data is from Reaction yield outcomes from USPTO patents with 853,638 reactions. The task is: Predict the reaction yield, written as a fraction of the theoretical maximum amount of product (1.0 means a 100% yield; for example, 0.34 means a 34% yield). (1) The reactants are [Br:1][C:2]1[N:7]=[C:6](F)[C:5]([O:9][CH3:10])=[CH:4][CH:3]=1.Br.Br.[NH:13]1[CH2:19][CH:18]([OH:20])[CH2:17][NH:16][CH2:15][CH2:14]1.CCN(C(C)C)C(C)C. The catalyst is C(O)(C)C. The product is [Br:1][C:2]1[N:7]=[C:6]([N:13]2[CH2:19][CH:18]([OH:20])[CH2:17][NH:16][CH2:15][CH2:14]2)[C:5]([O:9][CH3:10])=[CH:4][CH:3]=1. The yield is 0.370. (2) The reactants are [CH2:1]([OH:13])[CH2:2][O:3][CH2:4][CH2:5][O:6][CH2:7][CH2:8][O:9][CH2:10][CH2:11][OH:12].C[C:15]([CH3:18])([O-:17])C.[K+]. The catalyst is C1COCC1. The product is [CH2:11]([OH:12])[CH2:10][O:9][CH2:8][CH2:7][O:6][CH2:5][CH2:4][O:3][CH2:2][CH2:1][O:13][CH2:5][CH2:4][O:3][CH2:2][CH2:1][O:13][CH2:18][CH2:15][OH:17]. The yield is 0.410. (3) The reactants are [BH4-].[Li+].Cl[Si](C)(C)C.[NH2:8][CH:9]([C:13]1[CH:18]=[CH:17][CH:16]=[C:15]([F:19])[C:14]=1[CH3:20])[C:10](O)=[O:11]. The catalyst is C1COCC1. The product is [NH2:8][CH:9]([C:13]1[CH:18]=[CH:17][CH:16]=[C:15]([F:19])[C:14]=1[CH3:20])[CH2:10][OH:11]. The yield is 0.280. (4) The reactants are [F:1][CH2:2][C:3]([C:7]1[O:11][N:10]=[C:9]([NH:12][C:13](=[O:21])OC2C=CC=CC=2)[CH:8]=1)([CH3:6])[CH2:4][F:5].[CH3:22][O:23][C:24]1[CH:25]=[C:26]2[C:31](=[CH:32][C:33]=1[O:34][CH3:35])[N:30]=[CH:29][N:28]=[C:27]2[S:36][C:37]1[CH:38]=[C:39]([CH:41]=[CH:42][CH:43]=1)[NH2:40]. The catalyst is CN(C)C1C=CN=CC=1.C1COCC1. The product is [F:5][CH2:4][C:3]([C:7]1[O:11][N:10]=[C:9]([NH:12][C:13]([NH:40][C:39]2[CH:41]=[CH:42][CH:43]=[C:37]([S:36][C:27]3[C:26]4[C:31](=[CH:32][C:33]([O:34][CH3:35])=[C:24]([O:23][CH3:22])[CH:25]=4)[N:30]=[CH:29][N:28]=3)[CH:38]=2)=[O:21])[CH:8]=1)([CH3:6])[CH2:2][F:1]. The yield is 0.310. (5) The reactants are [CH3:1][C:2]1[C:3](=[O:10])[NH:4][C:5](=S)[NH:6][C:7]=1[CH3:8].ClCC(O)=[O:14]. The catalyst is O. The product is [CH3:1][C:2]1[C:3](=[O:10])[NH:4][C:5](=[O:14])[NH:6][C:7]=1[CH3:8]. The yield is 0.797. (6) The reactants are Br[CH2:2][CH2:3][CH2:4][O:5][CH3:6].C(=O)([O-])[O-].[K+].[K+].[OH:13][C:14]1[CH:15]=[C:16]([CH:19]=[CH:20][C:21]=1[O:22][CH3:23])[CH:17]=[O:18]. The catalyst is C(#N)C. The product is [CH3:23][O:22][C:21]1[CH:20]=[CH:19][C:16]([CH:17]=[O:18])=[CH:15][C:14]=1[O:13][CH2:2][CH2:3][CH2:4][O:5][CH3:6]. The yield is 0.950. (7) The reactants are [C:1]([O:5][C:6](=[O:17])[NH:7][C:8]1[N:9]=[C:10]2[N:14]([CH:15]=1)[CH:13]=[C:12](Br)[S:11]2)([CH3:4])([CH3:3])[CH3:2].[CH3:18][O:19][C:20](=[O:53])[NH:21][C@H:22]([C:26]([N:28]1[CH2:32][CH2:31][CH2:30][C@H:29]1[C:33]1[NH:34][C:35]([C:38]2[CH:43]=[CH:42][C:41](B3OC(C)(C)C(C)(C)O3)=[CH:40][CH:39]=2)=[CH:36][N:37]=1)=[O:27])[CH:23]([CH3:25])[CH3:24]. No catalyst specified. The product is [C:1]([O:5][C:6](=[O:17])[NH:7][C:8]1[N:9]=[C:10]2[N:14]([CH:15]=1)[CH:13]=[C:12]([C:41]1[CH:42]=[CH:43][C:38]([C:35]3[NH:34][C:33]([C@@H:29]4[CH2:30][CH2:31][CH2:32][N:28]4[C:26](=[O:27])[C@@H:22]([NH:21][C:20]([O:19][CH3:18])=[O:53])[CH:23]([CH3:25])[CH3:24])=[N:37][CH:36]=3)=[CH:39][CH:40]=1)[S:11]2)([CH3:4])([CH3:3])[CH3:2]. The yield is 0.220. (8) The reactants are Cl[C:2]1[C:11]2[C:6](=[CH:7][CH:8]=[C:9]([F:12])[CH:10]=2)[N:5]([CH2:13][C:14]2[CH:19]=[CH:18][C:17]([F:20])=[CH:16][CH:15]=2)[C:4](=[O:21])[C:3]=1[C:22]#[N:23].[NH:24]1[CH2:29][CH2:28][NH:27][CH2:26][CH2:25]1. The catalyst is ClCCl. The product is [F:12][C:9]1[CH:10]=[C:11]2[C:6](=[CH:7][CH:8]=1)[N:5]([CH2:13][C:14]1[CH:19]=[CH:18][C:17]([F:20])=[CH:16][CH:15]=1)[C:4](=[O:21])[C:3]([C:22]#[N:23])=[C:2]2[N:24]1[CH2:29][CH2:28][NH:27][CH2:26][CH2:25]1. The yield is 0.950.